Task: Predict the reactants needed to synthesize the given product.. Dataset: Full USPTO retrosynthesis dataset with 1.9M reactions from patents (1976-2016) (1) Given the product [C:33]([N:20]1[CH2:21][CH2:22][CH2:23][CH:18]([C:14]2[N:13]=[C:12]([N:6]3[C:5]([CH3:25])([CH3:24])[C:4]4[C:8](=[CH:9][CH:10]=[C:2]([Cl:1])[CH:3]=4)[C:7]3=[O:11])[CH:17]=[N:16][CH:15]=2)[CH2:19]1)(=[O:35])[CH3:34], predict the reactants needed to synthesize it. The reactants are: [Cl:1][C:2]1[CH:3]=[C:4]2[C:8](=[CH:9][CH:10]=1)[C:7](=[O:11])[N:6]([C:12]1[CH:17]=[N:16][CH:15]=[C:14]([CH:18]3[CH2:23][CH2:22][CH2:21][NH:20][CH2:19]3)[N:13]=1)[C:5]2([CH3:25])[CH3:24].CCN(CC)CC.[C:33](Cl)(=[O:35])[CH3:34]. (2) The reactants are: [CH3:1][C:2](=[O:6])[CH2:3][CH2:4][CH3:5].[OH:7][CH2:8][CH:9]([CH2:11][OH:12])[OH:10]. Given the product [CH3:1][C:2](=[O:6])[CH2:3][CH2:4][CH3:5].[OH:7][CH2:8][CH:9]([CH2:11][OH:12])[OH:10], predict the reactants needed to synthesize it. (3) Given the product [C:1]([O:5][C:6](=[O:32])[N:7]([C:8]1[N:9]([CH3:31])[C:10](=[O:30])[C:11]([O:28][CH3:29])=[C:12]2[C:17]=1[CH2:16][CH2:15][N:14]([CH2:18][C:19]1[CH:24]=[CH:23][C:22]([F:25])=[C:21]([Cl:26])[CH:20]=1)[C:13]2=[O:27])[S:36]([CH3:35])(=[O:38])=[O:37])([CH3:4])([CH3:3])[CH3:2], predict the reactants needed to synthesize it. The reactants are: [C:1]([O:5][C:6](=[O:32])[NH:7][C:8]1[N:9]([CH3:31])[C:10](=[O:30])[C:11]([O:28][CH3:29])=[C:12]2[C:17]=1[CH2:16][CH2:15][N:14]([CH2:18][C:19]1[CH:24]=[CH:23][C:22]([F:25])=[C:21]([Cl:26])[CH:20]=1)[C:13]2=[O:27])([CH3:4])([CH3:3])[CH3:2].[H-].[Na+].[CH3:35][S:36](Cl)(=[O:38])=[O:37]. (4) Given the product [Br:1][C:2]1[CH:10]=[CH:9][C:5]([C:6]([O:8][CH3:19])=[O:7])=[CH:4][C:3]=1[O:11][CH:12]1[CH2:17][CH2:16][CH2:15][CH2:14][O:13]1, predict the reactants needed to synthesize it. The reactants are: [Br:1][C:2]1[CH:10]=[CH:9][C:5]([C:6]([OH:8])=[O:7])=[CH:4][C:3]=1[O:11][CH:12]1[CH2:17][CH2:16][CH2:15][CH2:14][O:13]1.Br[C:19]1C=CC(C(O)=O)=CC=1OC1CCCCO1.C(=O)([O-])[O-].[Cs+].[Cs+].IC. (5) Given the product [CH3:2][C:3]1[S:7][CH:6]=[C:5]([S:8]([NH2:17])(=[O:11])=[O:9])[CH:4]=1, predict the reactants needed to synthesize it. The reactants are: [Li+].[CH3:2][C:3]1[S:7][CH:6]=[C:5]([S:8]([O-:11])(=O)=[O:9])[CH:4]=1.C([O-])(=O)C.[Na+].[NH2:17]OS(O)(=O)=O.